This data is from Reaction yield outcomes from USPTO patents with 853,638 reactions. The task is: Predict the reaction yield, written as a fraction of the theoretical maximum amount of product (1.0 means a 100% yield; for example, 0.34 means a 34% yield). The reactants are [CH3:1][O:2][C:3](=[O:13])[CH2:4][C:5]1[CH:10]=[CH:9][C:8]([S:11][CH3:12])=[CH:7][CH:6]=1.[Br:14]Br. The catalyst is C(Cl)(Cl)(Cl)Cl. The product is [CH3:1][O:2][C:3](=[O:13])[CH2:4][C:5]1[CH:10]=[CH:9][C:8]([S:11][CH3:12])=[C:7]([Br:14])[CH:6]=1. The yield is 0.840.